Dataset: KCNQ2 potassium channel screen with 302,405 compounds. Task: Binary Classification. Given a drug SMILES string, predict its activity (active/inactive) in a high-throughput screening assay against a specified biological target. The compound is O=C1C=2C(=C(N)CCC2N)C(=O)c2c1cccc2. The result is 0 (inactive).